The task is: Predict which catalyst facilitates the given reaction.. This data is from Catalyst prediction with 721,799 reactions and 888 catalyst types from USPTO. (1) Reactant: O[C:2]1[C:15]2=[CH:16][CH:17]=[CH:18][C:13]3=[C:14]2[C:5]([O:6][C:7]2[CH:8]=[CH:9][CH:10]=[CH:11][C:12]=23)=[CH:4][CH:3]=1.N1C=CC=CC=1.[F:25][C:26]([F:39])([F:38])[S:27](O[S:27]([C:26]([F:39])([F:38])[F:25])(=[O:29])=[O:28])(=[O:29])=[O:28].Cl. Product: [F:25][C:26]([F:39])([F:38])[S:27]([C:2]1[C:15]2=[CH:16][CH:17]=[CH:18][C:13]3=[C:14]2[C:5]([O:6][C:7]2[CH:8]=[CH:9][CH:10]=[CH:11][C:12]=23)=[CH:4][CH:3]=1)(=[O:29])=[O:28]. The catalyst class is: 4. (2) Product: [CH2:10]([O:17][C:18]1[CH:23]=[CH:22][C:21]([C:24]2[N:28]([CH:29]3[CH2:34][CH2:33][CH2:32][CH:31]=[CH:30]3)[C:27]3[CH:35]=[C:5]([C:4]([O:8][CH3:9])=[O:7])[S:6][C:26]=3[N:25]=2)=[C:20]([F:38])[CH:19]=1)[C:11]1[CH:12]=[CH:13][CH:14]=[CH:15][CH:16]=1. Reactant: C[O-].[Na+].[C:4]([O:8][CH3:9])(=[O:7])[CH2:5][SH:6].[CH2:10]([O:17][C:18]1[CH:23]=[CH:22][C:21]([C:24]2[N:28]([CH:29]3[CH2:34][CH2:33][CH2:32][CH:31]=[CH:30]3)[C:27]([CH:35]=O)=[C:26](Cl)[N:25]=2)=[C:20]([F:38])[CH:19]=1)[C:11]1[CH:16]=[CH:15][CH:14]=[CH:13][CH:12]=1.C(=O)([O-])O.[Na+]. The catalyst class is: 125.